Dataset: Forward reaction prediction with 1.9M reactions from USPTO patents (1976-2016). Task: Predict the product of the given reaction. (1) The product is: [CH3:1][O:2][C:3]1[CH:8]=[CH:7][C:6]([C:9]2[N:19]3[CH:20]=[CH:21][N:22]=[C:18]3[N:16]=[N:17][C:10]=2[CH3:11])=[C:5]([CH3:14])[CH:4]=1. Given the reactants [CH3:1][O:2][C:3]1[CH:8]=[CH:7][C:6]([C:9](=O)[C:10](=O)[CH3:11])=[C:5]([CH3:14])[CH:4]=1.Cl.[NH:16]([C:18]1[NH:19][CH:20]=[CH:21][N:22]=1)[NH2:17], predict the reaction product. (2) Given the reactants [Br:1][C:2]1[CH:8]=[CH:7][CH:6]=[C:5]([F:9])[C:3]=1[NH2:4].[CH3:10][S:11](O[S:11]([CH3:10])(=[O:13])=[O:12])(=[O:13])=[O:12].Cl.[OH-].[Na+], predict the reaction product. The product is: [Br:1][C:2]1[CH:8]=[CH:7][CH:6]=[C:5]([F:9])[C:3]=1[NH:4][S:11]([CH3:10])(=[O:13])=[O:12]. (3) Given the reactants [CH2:1]([N:7]1[CH2:12][CH2:11][C:10]([CH3:21])([C:13]2[CH:18]=[CH:17][CH:16]=[C:15]([CH:19]=O)[CH:14]=2)[CH:9]([CH3:22])[CH2:8]1)[CH2:2][CH2:3][CH2:4][CH2:5][CH3:6].Cl.[NH2:24][OH:25], predict the reaction product. The product is: [CH2:1]([N:7]1[CH2:12][CH2:11][C:10]([CH3:21])([C:13]2[CH:18]=[CH:17][CH:16]=[C:15]([CH:19]=[N:24][OH:25])[CH:14]=2)[CH:9]([CH3:22])[CH2:8]1)[CH2:2][CH2:3][CH2:4][CH2:5][CH3:6]. (4) Given the reactants [Cl:1][CH2:2][CH2:3][O:4][C:5]1[CH:10]=[CH:9][C:8]([C:11]([C:13]2[CH:18]=[CH:17][C:16]([O:19]C)=[C:15]([F:21])[CH:14]=2)=[O:12])=[CH:7][CH:6]=1.C([O-])([O-])=O.[Na+].[Na+], predict the reaction product. The product is: [Cl:1][CH2:2][CH2:3][O:4][C:5]1[CH:6]=[CH:7][C:8]([C:11]([C:13]2[CH:18]=[CH:17][C:16]([OH:19])=[C:15]([F:21])[CH:14]=2)=[O:12])=[CH:9][CH:10]=1. (5) Given the reactants [N:1]1([CH2:5][CH2:6][CH2:7][N:8]2[C:16]([O:17][CH3:18])=[N:15][C:14]3[C:9]2=[N:10][C:11]([O:20][CH2:21][CH2:22][CH2:23][CH3:24])=[N:12][C:13]=3[NH2:19])[CH2:4][CH2:3][CH2:2]1.FC(F)(F)C(O)=O.[CH2:32](OC1NC(N)=C2C(N=1)=NC(OC)=N2)[CH2:33][CH2:34]C.BrCCCBr.N1CCCCCC1, predict the reaction product. The product is: [CH2:21]([O:20][C:11]1[N:10]=[C:9]2[C:14]([N:15]=[C:16]([O:17][CH3:18])[N:8]2[CH2:7][CH2:6][CH2:5][N:1]2[CH2:4][CH2:3][CH2:34][CH2:33][CH2:32][CH2:2]2)=[C:13]([NH2:19])[N:12]=1)[CH2:22][CH2:23][CH3:24]. (6) Given the reactants BrC[C:3]1[CH:21]=[CH:20][C:6]([CH2:7][N:8]2[CH2:12][C@@H:11]([C:13]3[CH:18]=[CH:17][CH:16]=[CH:15][CH:14]=3)[O:10][C:9]2=[O:19])=[CH:5][CH:4]=1.[NH:22]1[CH2:27][CH2:26][O:25][CH2:24][CH2:23]1.[C:28](#N)C, predict the reaction product. The product is: [N:22]1([CH2:28][CH:7]([N:8]2[CH2:12][C@@H:11]([C:13]3[CH:14]=[CH:15][CH:16]=[CH:17][CH:18]=3)[O:10][C:9]2=[O:19])[C:6]2[CH:5]=[CH:4][CH:3]=[CH:21][CH:20]=2)[CH2:27][CH2:26][O:25][CH2:24][CH2:23]1. (7) The product is: [CH3:32][N:28]1[CH2:29][CH2:30][CH2:31][N:25]([C:22]2[N:20]3[CH:21]=[C:16]([O:12][C@H:5]4[C:6]5[C:11](=[CH:10][CH:9]=[CH:8][CH:7]=5)[C@@H:2]([NH2:1])[CH2:3][CH2:4]4)[CH:17]=[CH:18][C:19]3=[N:24][N:23]=2)[CH2:26][CH2:27]1. Given the reactants [NH2:1][C@@H:2]1[C:11]2[C:6](=[CH:7][CH:8]=[CH:9][CH:10]=2)[C@H:5]([OH:12])[CH2:4][CH2:3]1.[H-].[Na+].F[C:16]1[CH:17]=[CH:18][C:19]2[N:20]([C:22]([N:25]3[CH2:31][CH2:30][CH2:29][N:28]([CH3:32])[CH2:27][CH2:26]3)=[N:23][N:24]=2)[CH:21]=1, predict the reaction product. (8) Given the reactants [CH2:1]([O:8][C:9]1[CH:14]=[CH:13][C:12]([N:15]2[C:19]3=[N:20][CH:21]=[C:22]([CH3:24])[CH:23]=[C:18]3[NH:17][C:16]2=[O:25])=[CH:11][CH:10]=1)[C:2]1[CH:7]=[CH:6][CH:5]=[CH:4][CH:3]=1.I[CH2:27][CH3:28].C(=O)([O-])[O-].[Cs+].[Cs+].O, predict the reaction product. The product is: [CH2:1]([O:8][C:9]1[CH:14]=[CH:13][C:12]([N:15]2[C:19]3=[N:20][CH:21]=[C:22]([CH3:24])[CH:23]=[C:18]3[N:17]([CH2:27][CH3:28])[C:16]2=[O:25])=[CH:11][CH:10]=1)[C:2]1[CH:7]=[CH:6][CH:5]=[CH:4][CH:3]=1. (9) Given the reactants C([N:14]1[C:22]2[C:17](=[CH:18][CH:19]=[CH:20][C:21]=2[O:23]C2C=CC=C3C=2N(C(C2C=CC=CC=2)C2C=CC=CC=2)C(C)=C3)[CH:16]=[C:15]1[CH3:47])(C1C=CC=CC=1)C1C=CC=CC=1, predict the reaction product. The product is: [CH3:47][C:15]1[NH:14][C:22]2[C:17]([CH:16]=1)=[CH:18][CH:19]=[CH:20][C:21]=2[OH:23].